The task is: Predict the reactants needed to synthesize the given product.. This data is from Full USPTO retrosynthesis dataset with 1.9M reactions from patents (1976-2016). (1) The reactants are: [ClH:1].[Br:2][C:3]1[CH:33]=[CH:32][C:6]([C:7]([CH:9]2[CH2:14][CH2:13][N:12]([CH2:15][C:16]3[CH:31]=[CH:30][C:19]([O:20][C:21]4[CH:29]=[CH:28][C:24]([C:25]([OH:27])=[O:26])=[CH:23][CH:22]=4)=[CH:18][CH:17]=3)[CH2:11][CH2:10]2)=O)=[CH:5][CH:4]=1.N1C=CC=CC=1.Cl.[CH2:41]([O:43][NH2:44])[CH3:42]. Given the product [ClH:1].[Br:2][C:3]1[CH:4]=[CH:5][C:6](/[C:7](=[N:44]\[O:43][CH2:41][CH3:42])/[CH:9]2[CH2:14][CH2:13][N:12]([CH2:15][C:16]3[CH:17]=[CH:18][C:19]([O:20][C:21]4[CH:29]=[CH:28][C:24]([C:25]([OH:27])=[O:26])=[CH:23][CH:22]=4)=[CH:30][CH:31]=3)[CH2:11][CH2:10]2)=[CH:32][CH:33]=1, predict the reactants needed to synthesize it. (2) Given the product [F:11][CH:12]1[CH:17]([O:18][CH2:19][C:20](=[O:27])[C:21]2[CH:22]=[CH:23][CH:24]=[CH:25][CH:26]=2)[CH2:16][CH2:15][CH:14]([NH:28][C:29](=[O:35])[O:30][C:31]([CH3:33])([CH3:32])[CH3:34])[CH2:13]1, predict the reactants needed to synthesize it. The reactants are: C(Cl)(=O)C(Cl)=O.CS(C)=O.[F:11][CH:12]1[CH:17]([O:18][CH2:19][CH:20]([OH:27])[C:21]2[CH:26]=[CH:25][CH:24]=[CH:23][CH:22]=2)[CH2:16][CH2:15][CH:14]([NH:28][C:29](=[O:35])[O:30][C:31]([CH3:34])([CH3:33])[CH3:32])[CH2:13]1.C(N(C(C)C)CC)(C)C.